From a dataset of Forward reaction prediction with 1.9M reactions from USPTO patents (1976-2016). Predict the product of the given reaction. (1) Given the reactants [CH:1]([NH:4][C:5]1[C:6]2[N:7]([C:18](=[O:21])[NH:19][N:20]=2)[C:8]2[C:13]([N:14]=1)=[CH:12][C:11]([C:15](O)=[O:16])=[CH:10][CH:9]=2)([CH3:3])[CH3:2].Cl.[CH3:23][NH:24][O:25][CH3:26].C1C=CC2N(O)N=NC=2C=1.C(Cl)CCl, predict the reaction product. The product is: [CH3:26][O:25][N:24]([CH3:23])[C:15]([C:11]1[CH:12]=[C:13]2[C:8](=[CH:9][CH:10]=1)[N:7]1[C:18](=[O:21])[NH:19][N:20]=[C:6]1[C:5]([NH:4][CH:1]([CH3:2])[CH3:3])=[N:14]2)=[O:16]. (2) Given the reactants [N:1]1[C:10]2[C:5](=[CH:6][C:7]([C:11]3([C:14]4[N:18]5[CH:19]=[C:20]([C:23]([O:25]C)=[O:24])[CH:21]=[N:22][C:17]5=[N:16][CH:15]=4)[CH2:13][CH2:12]3)=[CH:8][CH:9]=2)[CH:4]=[CH:3][CH:2]=1.[OH-].[Li+].CO.Cl, predict the reaction product. The product is: [N:1]1[C:10]2[C:5](=[CH:6][C:7]([C:11]3([C:14]4[N:18]5[CH:19]=[C:20]([C:23]([OH:25])=[O:24])[CH:21]=[N:22][C:17]5=[N:16][CH:15]=4)[CH2:12][CH2:13]3)=[CH:8][CH:9]=2)[CH:4]=[CH:3][CH:2]=1. (3) Given the reactants [CH2:1]([N:8]1[CH2:13][CH2:12][N:11]([CH:14]2[CH2:19][CH2:18][CH:17]([CH2:20][C:21]([N:23]([CH3:25])[CH3:24])=O)[CH2:16][CH2:15]2)[CH2:10][CH2:9]1)[C:2]1[CH:7]=[CH:6][CH:5]=[CH:4][CH:3]=1.[H-].[H-].[H-].[H-].[Li+].[Al+3], predict the reaction product. The product is: [CH2:1]([N:8]1[CH2:9][CH2:10][N:11]([CH:14]2[CH2:19][CH2:18][CH:17]([CH2:20][CH2:21][N:23]([CH3:24])[CH3:25])[CH2:16][CH2:15]2)[CH2:12][CH2:13]1)[C:2]1[CH:3]=[CH:4][CH:5]=[CH:6][CH:7]=1. (4) Given the reactants [CH3:1][O:2][C:3]1[CH:4]=[C:5]2[C:10](=[CH:11][CH:12]=1)[N:9]=[CH:8][CH:7]=[C:6]2[C@@H:13]1[CH2:15][O:14]1.[O:16]1[C:20]2([CH2:25][CH2:24][NH:23][CH2:22][CH2:21]2)[O:19][CH2:18][CH2:17]1.[O-]S(C(F)(F)F)(=O)=O.[Yb+3].[O-]S(C(F)(F)F)(=O)=O.[O-]S(C(F)(F)F)(=O)=O, predict the reaction product. The product is: [O:16]1[C:20]2([CH2:25][CH2:24][N:23]([CH2:15][C@@H:13]([C:6]3[C:5]4[C:10](=[CH:11][CH:12]=[C:3]([O:2][CH3:1])[CH:4]=4)[N:9]=[CH:8][CH:7]=3)[OH:14])[CH2:22][CH2:21]2)[O:19][CH2:18][CH2:17]1. (5) Given the reactants N1CCSCC1.C(=O)([O-])[O-].[K+].[K+].BrCC[C:16]12[CH:26]=[CH:25][CH:24]=[CH:23][CH:17]1[C:18]([NH:20][C:21]2=[O:22])=[O:19], predict the reaction product. The product is: [C:18]1(=[O:19])[C:17]2[C:16](=[CH:26][CH:25]=[CH:24][CH:23]=2)[C:21](=[O:22])[NH:20]1.